This data is from Reaction yield outcomes from USPTO patents with 853,638 reactions. The task is: Predict the reaction yield, written as a fraction of the theoretical maximum amount of product (1.0 means a 100% yield; for example, 0.34 means a 34% yield). (1) The reactants are F[C:2]1[CH:9]=[CH:8][C:7]([N+:10]([O-:12])=[O:11])=[CH:6][C:3]=1[C:4]#[N:5].[O:13]([C:20]1[CH:26]=[CH:25][C:23]([NH2:24])=[CH:22][CH:21]=1)[C:14]1[CH:19]=[CH:18][CH:17]=[CH:16][CH:15]=1. The catalyst is CN(C=O)C. The product is [N+:10]([C:7]1[CH:8]=[CH:9][C:2]([NH:24][C:23]2[CH:22]=[CH:21][C:20]([O:13][C:14]3[CH:19]=[CH:18][CH:17]=[CH:16][CH:15]=3)=[CH:26][CH:25]=2)=[C:3]([CH:6]=1)[C:4]#[N:5])([O-:12])=[O:11]. The yield is 0.504. (2) The reactants are C(=O)([O-])[O-].[K+].[K+].[Cl:7][C:8]1[CH:24]=[CH:23][C:11]2[CH2:12][CH2:13][N:14](C(=O)C(F)(F)F)[CH2:15][CH2:16][C:10]=2[C:9]=1[C:25]#[C:26][Si](C)(C)C.[C:42]([O:41][C:39](O[C:39]([O:41][C:42]([CH3:45])([CH3:44])[CH3:43])=[O:40])=[O:40])([CH3:45])([CH3:44])[CH3:43]. The catalyst is O.CO.ClCCl. The product is [C:42]([O:41][C:39]([N:14]1[CH2:15][CH2:16][C:10]2[C:9]([C:25]#[CH:26])=[C:8]([Cl:7])[CH:24]=[CH:23][C:11]=2[CH2:12][CH2:13]1)=[O:40])([CH3:43])([CH3:44])[CH3:45]. The yield is 1.00.